Dataset: Catalyst prediction with 721,799 reactions and 888 catalyst types from USPTO. Task: Predict which catalyst facilitates the given reaction. Reactant: [Cl:1][S:2]([OH:5])(=O)=[O:3].[F:6][C:7]([F:23])([F:22])[C:8]([NH:10][CH2:11][CH2:12][C:13]1[CH:18]=[CH:17][C:16]([CH:19]([CH3:21])[CH3:20])=[CH:15][CH:14]=1)=[O:9]. Product: [CH:19]([C:16]1[CH:17]=[CH:18][C:13]([CH2:12][CH2:11][NH:10][C:8](=[O:9])[C:7]([F:22])([F:23])[F:6])=[C:14]([S:2]([Cl:1])(=[O:5])=[O:3])[CH:15]=1)([CH3:21])[CH3:20]. The catalyst class is: 6.